The task is: Predict the reactants needed to synthesize the given product.. This data is from Full USPTO retrosynthesis dataset with 1.9M reactions from patents (1976-2016). (1) Given the product [CH2:7]([O:6][P:4]([C:9]1[CH:10]=[C:11]([CH2:15][C:16]([OH:18])=[O:17])[CH:12]=[CH:13][CH:14]=1)([O:3][CH2:1][CH3:2])=[O:5])[CH3:8], predict the reactants needed to synthesize it. The reactants are: [CH2:1]([O:3][P:4]([C:9]1[CH:10]=[C:11]([CH2:15][C:16]([O:18]CC)=[O:17])[CH:12]=[CH:13][CH:14]=1)([O:6][CH2:7][CH3:8])=[O:5])[CH3:2].O[Li].O. (2) Given the product [N:16]1([C:2]2[CH:9]=[CH:8][C:5]([C:6]#[N:7])=[CH:4][CH:3]=2)[CH:20]=[CH:19][CH:18]=[N:17]1, predict the reactants needed to synthesize it. The reactants are: F[C:2]1[CH:9]=[CH:8][C:5]([C:6]#[N:7])=[CH:4][CH:3]=1.C(=O)([O-])[O-].[Cs+].[Cs+].[NH:16]1[CH:20]=[CH:19][CH:18]=[N:17]1. (3) Given the product [F:1][C:2]1[CH:10]=[C:9]([I:11])[CH:8]=[CH:7][C:3]=1[C:4]([N:26]1[CH2:27][CH2:28][N:23]([C:14]2[C:13]([CH3:12])=[CH:18][C:17]([C:19]([F:22])([F:20])[F:21])=[CH:16][N:15]=2)[CH2:24][CH2:25]1)=[O:6], predict the reactants needed to synthesize it. The reactants are: [F:1][C:2]1[CH:10]=[C:9]([I:11])[CH:8]=[CH:7][C:3]=1[C:4]([OH:6])=O.[CH3:12][C:13]1[C:14]([N:23]2[CH2:28][CH2:27][NH:26][CH2:25][CH2:24]2)=[N:15][CH:16]=[C:17]([C:19]([F:22])([F:21])[F:20])[CH:18]=1. (4) Given the product [ClH:23].[CH:1]1([N:4]2[CH2:9][C:8]3([CH2:10][CH2:11][NH:12][CH2:13][CH2:14]3)[O:7][CH2:6][C:5]2=[O:22])[CH2:3][CH2:2]1, predict the reactants needed to synthesize it. The reactants are: [CH:1]1([N:4]2[CH2:9][C:8]3([CH2:14][CH2:13][N:12](C(OC(C)(C)C)=O)[CH2:11][CH2:10]3)[O:7][CH2:6][C:5]2=[O:22])[CH2:3][CH2:2]1.[ClH:23]. (5) Given the product [O:28]=[C:4]1[C:3]2[C:8](=[CH:9][CH:10]=[CH:11][C:2]=2/[CH:41]=[CH:40]/[CH:38]=[O:39])[N:7]=[C:6]([C@@H:12]([NH:14][C:15](=[O:21])[O:16][C:17]([CH3:19])([CH3:18])[CH3:20])[CH3:13])[N:5]1[C:22]1[CH:27]=[CH:26][CH:25]=[CH:24][CH:23]=1, predict the reactants needed to synthesize it. The reactants are: Br[C:2]1[CH:11]=[CH:10][CH:9]=[C:8]2[C:3]=1[C:4](=[O:28])[N:5]([C:22]1[CH:27]=[CH:26][CH:25]=[CH:24][CH:23]=1)[C:6]([C@@H:12]([NH:14][C:15](=[O:21])[O:16][C:17]([CH3:20])([CH3:19])[CH3:18])[CH3:13])=[N:7]2.CCN(C(C)C)C(C)C.[CH:38]([CH:40]=[CH2:41])=[O:39].CCOC(C)=O. (6) Given the product [OH:27][C:18]1[C:17]([C:14](=[O:16])[CH2:15][C:9](=[O:10])[C:8]2[C:3]([C:2]([F:13])([F:12])[F:1])=[N:4][CH:5]=[CH:6][CH:7]=2)=[CH:26][CH:25]=[CH:24][C:19]=1[C:20]([O:22][CH3:23])=[O:21], predict the reactants needed to synthesize it. The reactants are: [F:1][C:2]([F:13])([F:12])[C:3]1[C:8]([C:9](Cl)=[O:10])=[CH:7][CH:6]=[CH:5][N:4]=1.[C:14]([C:17]1[C:18]([OH:27])=[C:19]([CH:24]=[CH:25][CH:26]=1)[C:20]([O:22][CH3:23])=[O:21])(=[O:16])[CH3:15].C1CCN2C(=NCCC2)CC1.O. (7) The reactants are: [NH2:1][C:2]1[C:3]([SH:12])=[N:4][CH:5]=[C:6]([C:8]([F:11])([F:10])[F:9])[CH:7]=1.[CH2:13]([S:15][C:16]1[N:20]([CH3:21])[N:19]=[C:18]([C:22]([F:25])([F:24])[F:23])[C:17]=1[CH:26]=O)[CH3:14].S([O-])([O-])=O.[Na+].[Na+].C(=O)(O)[O-].[Na+]. Given the product [CH2:13]([S:15][C:16]1[N:20]([CH3:21])[N:19]=[C:18]([C:22]([F:24])([F:25])[F:23])[C:17]=1[C:26]1[S:12][C:3]2[C:2]([N:1]=1)=[CH:7][C:6]([C:8]([F:9])([F:11])[F:10])=[CH:5][N:4]=2)[CH3:14], predict the reactants needed to synthesize it.